Dataset: Peptide-MHC class I binding affinity with 185,985 pairs from IEDB/IMGT. Task: Regression. Given a peptide amino acid sequence and an MHC pseudo amino acid sequence, predict their binding affinity value. This is MHC class I binding data. (1) The peptide sequence is RTDITVKHK. The MHC is HLA-A11:01 with pseudo-sequence HLA-A11:01. The binding affinity (normalized) is 0.446. (2) The peptide sequence is PLTNQRYRV. The MHC is HLA-B15:01 with pseudo-sequence HLA-B15:01. The binding affinity (normalized) is 0.0847.